The task is: Predict which catalyst facilitates the given reaction.. This data is from Catalyst prediction with 721,799 reactions and 888 catalyst types from USPTO. (1) Reactant: [NH2:1][C:2]1[C:6]([CH3:7])=[CH:5][S:4][C:3]=1[C:8]([O:10]C)=O.[Cl:12][C:13]1[CH:18]=[CH:17][C:16]([N:19]=[C:20]=[S:21])=[CH:15][CH:14]=1. Product: [Cl:12][C:13]1[CH:18]=[CH:17][C:16]([N:19]2[C:8](=[O:10])[C:3]3[S:4][CH:5]=[C:6]([CH3:7])[C:2]=3[NH:1][C:20]2=[S:21])=[CH:15][CH:14]=1. The catalyst class is: 10. (2) Reactant: [NH2:1][C:2]1[CH:3]=[C:4]2[C:8](=[CH:9][CH:10]=1)[NH:7][C:6](=[O:11])[CH2:5]2.[C:12](O[C:12]([O:14][C:15]([CH3:18])([CH3:17])[CH3:16])=[O:13])([O:14][C:15]([CH3:18])([CH3:17])[CH3:16])=[O:13].CCN(CC)CC. Product: [O:11]=[C:6]1[CH2:5][C:4]2[C:8](=[CH:9][CH:10]=[C:2]([NH:1][C:12](=[O:13])[O:14][C:15]([CH3:18])([CH3:17])[CH3:16])[CH:3]=2)[NH:7]1. The catalyst class is: 1. (3) Reactant: Cl[C:2]1[CH:32]=[CH:31][C:5]([C:6]([NH:8][CH2:9][C@H:10]2[CH2:14][CH2:13][CH2:12][N:11]2[C:15](=[O:30])[CH2:16][CH2:17][CH2:18][NH:19][C:20](=[O:29])[O:21][CH2:22][C:23]2[CH:28]=[CH:27][CH:26]=[CH:25][CH:24]=2)=[O:7])=[C:4]([NH:33][CH2:34][CH2:35][CH:36]2[CH2:41][CH2:40][CH2:39][CH2:38][O:37]2)[N:3]=1.[C:42]([C:44]1[CH:49]=[CH:48][CH:47]=[CH:46][C:45]=1B(O)O)#[N:43].C([O-])([O-])=O.[K+].[K+]. Product: [C:42]([C:44]1[CH:49]=[CH:48][CH:47]=[CH:46][C:45]=1[C:2]1[CH:32]=[CH:31][C:5]([C:6]([NH:8][CH2:9][C@H:10]2[CH2:14][CH2:13][CH2:12][N:11]2[C:15](=[O:30])[CH2:16][CH2:17][CH2:18][NH:19][C:20](=[O:29])[O:21][CH2:22][C:23]2[CH:28]=[CH:27][CH:26]=[CH:25][CH:24]=2)=[O:7])=[C:4]([NH:33][CH2:34][CH2:35][CH:36]2[CH2:41][CH2:40][CH2:39][CH2:38][O:37]2)[N:3]=1)#[N:43]. The catalyst class is: 431.